Dataset: Antibody developability classification from SAbDab with 2,409 antibodies. Task: Regression/Classification. Given an antibody's heavy chain and light chain sequences, predict its developability. TAP uses regression for 5 developability metrics; SAbDab uses binary classification. (1) The antibody is ['ELQLQESGPGLVKPSETLSLTCTVSGGSISSGSYYWDWIRQPPGKGLEWIGNIYKSGSTYYNPSLKSRVTISVDTSKNQFSLKLSSVTAADTAVYYCARERGMHYMDVWGKGTTVTVSS', 'DIQMTQSPSSLSASVGDRVTITCRASQSINSYLNWYQQKPGKAPKLLIYAASSLQSGVPSRFSGSGSGTDFTLTISSLQPEDFATYYCQQQFDPPFTFGGGTKVEIK']. Result: 1 (developable). (2) The antibody is ['EVQLVESGGDLVKPGGSLKLSCAASGFTFSSYGMSWVRQTPDKRLEWVATISSGGNYIYYPDTVKGRFTISRDNAKNTLYLQMSSLKSEDTAMYYCTREGAYSGSSSYPMDYWGQGTSVTVSS', 'NIMMTQSPSSLAVSAGEKVTMNCKSSQSVLYSSNQKNYLAWYQQKPGQSPKLLIYWASTRESGVPDRFTGSGSGTDFTLTISSVQTEDLAVYYCHQYLSSYMYTFGGGTKLEIK']. Result: 1 (developable). (3) The antibody is ['QIQLVQSGPELKKPGETVKISCKASGYTFTTYGMSWVKQAPGKGFEWMGWINTYSGVPTYVDDFKGRFAFSLETSASTAYLQINNLKNEDTAVYFCARGGDNYLWFAYWGQGTLVTVSA', 'QLVLTQSSSASFSLGASAKLTCTLNSQHSTYTIEWYQQQPLKPPKYVMELKKDGSHSTGDGIPDRFSGSSSGADRYLSISNIQPEDEAIYICGVGDTIKEQFVYVFGGGTKVTVL']. Result: 0 (not developable). (4) Result: 1 (developable). The antibody is ['EVQLVESGGGLVQPGGSLRLSCAASGFTFSSYAMSWVRQAPGKGLEWVSAISGRGYNADYADSVKGRFTISRDNSKNTLYLQMNSLRAEDTAVYYCAKLEYFDYWGQGTLVTVSS', 'DIQMTQSPSTLSASVGDRVTITCRASQSISSWLAWYQQKPGKAPKLLIYKASSLESGVPSRFSGSGSGTDFTLTISSLRPEDFATYYCQQYNSYPLTFGGGTKVEIK']. (5) Result: 1 (developable). The antibody is ['EVQLQESGPSLVKPSQTLSLTCSVTGDSVTSDYWSWIRKFPGNKLEYMGYISYSGSTYYHPSLKSRISITRDTSKNQYYLQLNSVTTEDTATYYCASWGGDVWGAGTTVTVSS', 'DIVLTQSPATLSVTPGDSVSLSCRASQSISNNLHWYQQKSHESPRLLIKYASQSISGIPSRFSGSGSGTDFTLSINSVETEDFGMYFCQQSNSWPYTFGGGTKLEIK']. (6) The antibody is ['RITLKESGPPLVKPTQTLTLTCSFSGFSLSDFGVGVGWIRQPPGKALEWLAIIYSDDDKRYSPSLNTRLTITKDTSKNQVVLVMTRVSPVDTATYFCAHRRGPTTLAAAAAAAGPVNAMDVWGQGITVTISS', 'PROT_09A57F9F']. Result: 0 (not developable).